This data is from Catalyst prediction with 721,799 reactions and 888 catalyst types from USPTO. The task is: Predict which catalyst facilitates the given reaction. (1) Reactant: [CH2:1]([N:3]([CH2:34][CH3:35])[CH2:4][CH2:5][O:6][C:7]1[CH:12]=[CH:11][C:10]([NH:13][S:14]([C:17]2[CH:22]=[CH:21][C:20]([CH:23]=[N:24][CH2:25][CH2:26][CH2:27][N:28]3[CH2:33][CH2:32][O:31][CH2:30][CH2:29]3)=[CH:19][CH:18]=2)(=[O:16])=[O:15])=[CH:9][CH:8]=1)[CH3:2].[BH4-].[Na+]. Product: [CH2:34]([N:3]([CH2:1][CH3:2])[CH2:4][CH2:5][O:6][C:7]1[CH:8]=[CH:9][C:10]([NH:13][S:14]([C:17]2[CH:22]=[CH:21][C:20]([CH2:23][NH:24][CH2:25][CH2:26][CH2:27][N:28]3[CH2:29][CH2:30][O:31][CH2:32][CH2:33]3)=[CH:19][CH:18]=2)(=[O:15])=[O:16])=[CH:11][CH:12]=1)[CH3:35]. The catalyst class is: 5. (2) Reactant: [Br:1][C:2]1[N:6]([C:7]([CH3:10])([CH3:9])[CH3:8])[N:5]=[CH:4][C:3]=1[C:11](OCC)=[O:12].[H-].C([Al+]CC(C)C)C(C)C. Product: [Br:1][C:2]1[N:6]([C:7]([CH3:8])([CH3:9])[CH3:10])[N:5]=[CH:4][C:3]=1[CH2:11][OH:12]. The catalyst class is: 1. (3) Product: [C:22]([C:17]1[CH:18]=[C:19]2[C:14](=[C:15]([F:26])[CH:16]=1)[C:13](=[O:27])[N:12]([C:11]1[CH:10]=[CH:9][CH:8]=[C:7]([C:28]3[CH:29]=[C:30]([NH:38][C:39]4[CH:40]=[CH:41][C:42]([C:45]([N:47]5[CH2:52][CH2:51][O:50][CH2:49][CH2:48]5)=[O:46])=[CH:43][N:44]=4)[C:31]4[N:32]([N:34]=[CH:35][N:36]=4)[CH:33]=3)[C:6]=1[CH2:5][O:4][C:1](=[O:3])[CH3:2])[N:21]=[CH:20]2)([CH3:24])([CH3:23])[CH3:25]. Reactant: [C:1]([O:4][CH2:5][C:6]1[C:11]([N:12]2[N:21]=[CH:20][C:19]3[C:14](=[C:15]([F:26])[CH:16]=[C:17]([C:22]([CH3:25])([CH3:24])[CH3:23])[CH:18]=3)[C:13]2=[O:27])=[CH:10][CH:9]=[CH:8][C:7]=1[C:28]1[CH:29]=[C:30](Br)[C:31]2[N:32]([N:34]=[CH:35][N:36]=2)[CH:33]=1)(=[O:3])[CH3:2].[NH2:38][C:39]1[N:44]=[CH:43][C:42]([C:45]([N:47]2[CH2:52][CH2:51][O:50][CH2:49][CH2:48]2)=[O:46])=[CH:41][CH:40]=1.C(=O)([O-])[O-].[Cs+].[Cs+].C1(P(C2C=CC=CC=2)C2C3OC4C(=CC=CC=4P(C4C=CC=CC=4)C4C=CC=CC=4)C(C)(C)C=3C=CC=2)C=CC=CC=1. The catalyst class is: 102. (4) Reactant: [Cl:1][C:2]1[C:3]([C:8]2[CH:13]=[C:12]([C:14]([F:17])([F:16])[F:15])[CH:11]=[CH:10][C:9]=2[C:18]2[O:23][C:22](=[O:24])[C:21]3[CH:25]=[C:26]([N:30]4[CH:34]=[N:33][CH:32]=[N:31]4)[CH:27]=[C:28]([CH3:29])[C:20]=3[N:19]=2)=[N:4][CH:5]=[CH:6][CH:7]=1.[CH3:35][NH2:36]. Product: [Cl:1][C:2]1[C:3]([C:8]2[CH:13]=[C:12]([C:14]([F:16])([F:17])[F:15])[CH:11]=[CH:10][C:9]=2[C:18]([NH:19][C:20]2[C:28]([CH3:29])=[CH:27][C:26]([N:30]3[CH:34]=[N:33][CH:32]=[N:31]3)=[CH:25][C:21]=2[C:22]([NH:36][CH3:35])=[O:24])=[O:23])=[N:4][CH:5]=[CH:6][CH:7]=1. The catalyst class is: 1. (5) Reactant: [NH:1]1[C:5]2[CH:6]=[C:7]([C:10]3[C:11]([CH2:16][NH2:17])=[N:12][O:13][C:14]=3[CH3:15])[CH:8]=[CH:9][C:4]=2[N:3]=[CH:2]1.[CH3:18][C:19](OC(C)=O)=[O:20].CO. Product: [NH:1]1[C:5]2[CH:6]=[C:7]([C:10]3[C:11]([CH2:16][NH:17][C:19](=[O:20])[CH3:18])=[N:12][O:13][C:14]=3[CH3:15])[CH:8]=[CH:9][C:4]=2[N:3]=[CH:2]1. The catalyst class is: 17.